Dataset: NCI-60 drug combinations with 297,098 pairs across 59 cell lines. Task: Regression. Given two drug SMILES strings and cell line genomic features, predict the synergy score measuring deviation from expected non-interaction effect. (1) Drug 1: CN(C)N=NC1=C(NC=N1)C(=O)N. Drug 2: CC1=C2C(C(=O)C3(C(CC4C(C3C(C(C2(C)C)(CC1OC(=O)C(C(C5=CC=CC=C5)NC(=O)OC(C)(C)C)O)O)OC(=O)C6=CC=CC=C6)(CO4)OC(=O)C)O)C)O. Cell line: SW-620. Synergy scores: CSS=18.2, Synergy_ZIP=-3.30, Synergy_Bliss=-5.78, Synergy_Loewe=-90.6, Synergy_HSA=-10.2. (2) Drug 1: CN(C)C1=NC(=NC(=N1)N(C)C)N(C)C. Drug 2: CCC(=C(C1=CC=CC=C1)C2=CC=C(C=C2)OCCN(C)C)C3=CC=CC=C3.C(C(=O)O)C(CC(=O)O)(C(=O)O)O. Cell line: M14. Synergy scores: CSS=-6.57, Synergy_ZIP=2.20, Synergy_Bliss=-2.30, Synergy_Loewe=-5.48, Synergy_HSA=-5.79. (3) Drug 1: CC1C(C(CC(O1)OC2CC(CC3=C2C(=C4C(=C3O)C(=O)C5=C(C4=O)C(=CC=C5)OC)O)(C(=O)CO)O)N)O.Cl. Drug 2: C(CC(=O)O)C(=O)CN.Cl. Cell line: UACC62. Synergy scores: CSS=2.35, Synergy_ZIP=0.588, Synergy_Bliss=3.14, Synergy_Loewe=-5.27, Synergy_HSA=0.00534.